From a dataset of Reaction yield outcomes from USPTO patents with 853,638 reactions. Predict the reaction yield, written as a fraction of the theoretical maximum amount of product (1.0 means a 100% yield; for example, 0.34 means a 34% yield). (1) The product is [C:34]([N:15]1[CH2:16][CH2:17][N:12]([C:11]2[C:6]3[CH:5]=[C:4]([CH2:2][CH3:3])[S:24][C:7]=3[N:8]=[C:9]([S:18][CH2:19][C:20]([O:22][CH3:23])=[O:21])[N:10]=2)[CH2:13][CH2:14]1)(=[O:41])[C:35]1[CH:40]=[CH:39][CH:38]=[CH:37][CH:36]=1. The reactants are Cl.[CH2:2]([C:4]1[S:24][C:7]2[N:8]=[C:9]([S:18][CH2:19][C:20]([O:22][CH3:23])=[O:21])[N:10]=[C:11]([N:12]3[CH2:17][CH2:16][NH:15][CH2:14][CH2:13]3)[C:6]=2[CH:5]=1)[CH3:3].C(N(C(C)C)CC)(C)C.[C:34](Cl)(=[O:41])[C:35]1[CH:40]=[CH:39][CH:38]=[CH:37][CH:36]=1. The catalyst is CN1CCCC1=O. The yield is 0.690. (2) The reactants are C[C:2]1([C:8]([O:10][CH3:11])=[O:9])[CH2:6][CH2:5][CH2:4][C:3]1=[O:7].[CH3:12][O-].[Na+]. The catalyst is CO. The product is [CH3:12][CH:4]1[CH2:5][CH2:6][CH:2]([C:8]([O:10][CH3:11])=[O:9])[C:3]1=[O:7]. The yield is 0.640. (3) The reactants are [F:1][C:2]([F:8])([F:7])[S:3]([O-:6])(=[O:5])=[O:4].[Na+].[CH3:10][N:11]([C:13]([N:16]([CH3:18])[CH3:17])(Cl)[Cl:14])[CH3:12].C(OCC)C. The product is [F:1][C:2]([F:8])([F:7])[S:3]([O-:6])(=[O:5])=[O:4].[CH3:10][N:11]([C+:13]([N:16]([CH3:18])[CH3:17])[Cl:14])[CH3:12]. The yield is 0.988. The catalyst is C(#N)C. (4) The reactants are [OH:1][C:2]1[CH:9]=[CH:8][C:5]([CH:6]=[O:7])=[CH:4][CH:3]=1.[H-].[Na+].Cl[CH2:13][O:14][CH2:15][CH2:16][O:17][CH3:18]. The catalyst is C1COCC1. The product is [CH3:13][O:14][CH2:15][CH2:16][O:17][CH2:18][O:1][C:2]1[CH:9]=[CH:8][C:5]([CH:6]=[O:7])=[CH:4][CH:3]=1. The yield is 0.500. (5) The reactants are Br[C:2]1[C:7]([CH3:8])=[CH:6][C:5]([N:9]2[C:13]([CH2:14][C@@H:15]3[CH2:19][CH2:18][N:17]([C:20]([CH:22]4[CH2:24][CH2:23]4)=[O:21])[CH2:16]3)=[N:12][NH:11][C:10]2=[O:25])=[C:4]([F:26])[CH:3]=1.CC1(C)C(C)(C)OB([C:35]2[CH:44]=[C:43]3[C:38]([CH:39]=[CH:40][CH:41]=[N:42]3)=[CH:37][CH:36]=2)O1.C(=O)([O-])[O-].[Cs+].[Cs+]. The catalyst is C1C=CC(P(C2C=CC=CC=2)[C-]2C=CC=C2)=CC=1.C1C=CC(P(C2C=CC=CC=2)[C-]2C=CC=C2)=CC=1.Cl[Pd]Cl.[Fe+2].ClCCl. The product is [CH:22]1([C:20]([N:17]2[CH2:18][CH2:19][C@@H:15]([CH2:14][C:13]3[N:9]([C:5]4[CH:6]=[C:7]([CH3:8])[C:2]([C:35]5[CH:44]=[C:43]6[C:38]([CH:39]=[CH:40][CH:41]=[N:42]6)=[CH:37][CH:36]=5)=[CH:3][C:4]=4[F:26])[C:10](=[O:25])[NH:11][N:12]=3)[CH2:16]2)=[O:21])[CH2:24][CH2:23]1. The yield is 0.840. (6) The reactants are Br[C:2]1[CH:7]=[CH:6][C:5]([C:8]2[CH2:9][C:10]([C:17]3[CH:22]=[C:21]([Cl:23])[CH:20]=[C:19]([Cl:24])[CH:18]=3)([C:13]([F:16])([F:15])[F:14])[CH2:11][N:12]=2)=[CH:4][C:3]=1[CH3:25].C([SiH](CC)CC)C.[C:33]([O-])([O-])=[O:34].[Na+].[Na+]. The catalyst is CN(C=O)C.C1C=CC(P(C2C=CC=CC=2)[C-]2C=CC=C2)=CC=1.C1C=CC(P(C2C=CC=CC=2)[C-]2C=CC=C2)=CC=1.Cl[Pd]Cl.[Fe+2]. The product is [Cl:24][C:19]1[CH:18]=[C:17]([C:10]2([C:13]([F:16])([F:15])[F:14])[CH2:11][N:12]=[C:8]([C:5]3[CH:6]=[CH:7][C:2]([CH:33]=[O:34])=[C:3]([CH3:25])[CH:4]=3)[CH2:9]2)[CH:22]=[C:21]([Cl:23])[CH:20]=1. The yield is 0.740. (7) The reactants are [CH3:1][O:2][C:3]1[CH:8]=[C:7]([NH:9][S:10]([C:13]2[CH:18]=[CH:17][C:16]([N+:19]([O-])=O)=[CH:15][CH:14]=2)(=[O:12])=[O:11])[CH:6]=[CH:5][N:4]=1.O. The catalyst is CCO.Cl.[Fe]. The product is [NH2:19][C:16]1[CH:17]=[CH:18][C:13]([S:10]([NH:9][C:7]2[CH:6]=[CH:5][N:4]=[C:3]([O:2][CH3:1])[CH:8]=2)(=[O:11])=[O:12])=[CH:14][CH:15]=1. The yield is 0.230.